From a dataset of Forward reaction prediction with 1.9M reactions from USPTO patents (1976-2016). Predict the product of the given reaction. (1) Given the reactants [Br:1][C:2]1[CH:7]=[CH:6][C:5]([N+:8]([O-])=O)=[C:4]([O:11][CH2:12][CH3:13])[CH:3]=1.[Sn](Cl)Cl, predict the reaction product. The product is: [Br:1][C:2]1[CH:7]=[CH:6][C:5]([NH2:8])=[C:4]([O:11][CH2:12][CH3:13])[CH:3]=1. (2) Given the reactants [CH:1]1[CH:20]=[CH:19][C:17](=[O:18])/[C:3](=[CH:4]\[NH:5][CH2:6][CH2:7][NH:8]/[CH:9]=[C:10]2\[C:11]([CH:13]=[CH:14][CH:15]=[CH:16]\2)=[O:12])/[CH:2]=1.N#N.C(=O)=O, predict the reaction product. The product is: [CH:4](=[N:5][CH2:6][CH2:7][N:8]=[CH:9][C:10]1[C:11](=[CH:13][CH:14]=[CH:15][CH:16]=1)[OH:12])[C:3]1[C:17](=[CH:19][CH:20]=[CH:1][CH:2]=1)[OH:18]. (3) Given the reactants [Br:1][C:2]1[CH:3]=[CH:4][C:5]([F:16])=[C:6]([CH:8]([C:10]2[CH:15]=CC=C[CH:11]=2)[OH:9])[CH:7]=1.C([Mg]Br)(C)=C, predict the reaction product. The product is: [Br:1][C:2]1[CH:3]=[CH:4][C:5]([F:16])=[C:6]([CH:8]([OH:9])[C:10]([CH3:15])=[CH2:11])[CH:7]=1. (4) Given the reactants CC1(C)[O:6][C:5](=[CH:7][C:8]([N:10]([CH2:12][C:13]2[CH:18]=[CH:17][C:16]([F:19])=[CH:15][C:14]=2[S:20][CH3:21])[CH3:11])=[O:9])[C:4](=[O:22])O1.[CH2:24]=O.[N:26]1([CH2:32][CH2:33][NH2:34])[CH2:31][CH2:30][O:29][CH2:28][CH2:27]1, predict the reaction product. The product is: [F:19][C:16]1[CH:17]=[CH:18][C:13]([CH2:12][N:10]([CH3:11])[C:8]([C:7]2[CH2:24][N:34]([CH2:33][CH2:32][N:26]3[CH2:31][CH2:30][O:29][CH2:28][CH2:27]3)[C:4](=[O:22])[C:5]=2[OH:6])=[O:9])=[C:14]([S:20][CH3:21])[CH:15]=1. (5) The product is: [Br:1][C:2]1[CH:3]=[CH:4][C:5]2[C:9]([C:10]([O:12][CH2:13][CH3:14])=[O:11])=[C:8]([NH:15][C:18]3[CH:23]=[C:22]([F:24])[CH:21]=[CH:20][C:19]=3[N+:25]([O-:27])=[O:26])[S:7][C:6]=2[CH:16]=1. Given the reactants [Br:1][C:2]1[CH:3]=[CH:4][C:5]2[C:9]([C:10]([O:12][CH2:13][CH3:14])=[O:11])=[C:8]([NH2:15])[S:7][C:6]=2[CH:16]=1.F[C:18]1[CH:23]=[C:22]([F:24])[CH:21]=[CH:20][C:19]=1[N+:25]([O-:27])=[O:26], predict the reaction product. (6) Given the reactants [CH:1](NC(C)C)(C)C.[Li]CCCC.[N:13]1[C:22]2[C:17](=[CH:18][C:19]([CH2:23][C:24]([O:26][CH3:27])=[O:25])=[CH:20][CH:21]=2)[CH:16]=[CH:15][CH:14]=1.CI, predict the reaction product. The product is: [N:13]1[C:22]2[C:17](=[CH:18][C:19]([CH:23]([CH3:1])[C:24]([O:26][CH3:27])=[O:25])=[CH:20][CH:21]=2)[CH:16]=[CH:15][CH:14]=1. (7) Given the reactants [Cl:1][C:2]1[S:6][C:5]([C:7]([OH:9])=O)=[CH:4][CH:3]=1.[CH2:10]([N:17]1[CH2:22][CH2:21][N:20]([NH:23][S:24]([CH2:27][CH2:28][NH2:29])(=[O:26])=[O:25])[CH2:19][CH2:18]1)[C:11]1[CH:16]=[CH:15][CH:14]=[CH:13][CH:12]=1, predict the reaction product. The product is: [CH2:10]([N:17]1[CH2:18][CH2:19][N:20]([NH:23][S:24]([CH2:27][CH2:28][NH:29][C:7]([C:5]2[S:6][C:2]([Cl:1])=[CH:3][CH:4]=2)=[O:9])(=[O:26])=[O:25])[CH2:21][CH2:22]1)[C:11]1[CH:12]=[CH:13][CH:14]=[CH:15][CH:16]=1.